From a dataset of NCI-60 drug combinations with 297,098 pairs across 59 cell lines. Regression. Given two drug SMILES strings and cell line genomic features, predict the synergy score measuring deviation from expected non-interaction effect. (1) Drug 1: CC1=C(C(=CC=C1)Cl)NC(=O)C2=CN=C(S2)NC3=CC(=NC(=N3)C)N4CCN(CC4)CCO. Drug 2: CC(C)NC(=O)C1=CC=C(C=C1)CNNC.Cl. Cell line: SK-MEL-28. Synergy scores: CSS=3.82, Synergy_ZIP=4.44, Synergy_Bliss=6.48, Synergy_Loewe=4.20, Synergy_HSA=2.61. (2) Drug 1: CNC(=O)C1=CC=CC=C1SC2=CC3=C(C=C2)C(=NN3)C=CC4=CC=CC=N4. Drug 2: CC1=C(C(CCC1)(C)C)C=CC(=CC=CC(=CC(=O)O)C)C. Cell line: NCI-H460. Synergy scores: CSS=4.59, Synergy_ZIP=-1.42, Synergy_Bliss=-0.933, Synergy_Loewe=-0.790, Synergy_HSA=-0.572. (3) Drug 1: C1=NC2=C(N1)C(=S)N=CN2. Drug 2: C1CN(CCN1C(=O)CCBr)C(=O)CCBr. Cell line: HT29. Synergy scores: CSS=27.6, Synergy_ZIP=-2.33, Synergy_Bliss=-0.218, Synergy_Loewe=-2.72, Synergy_HSA=2.16. (4) Drug 1: C1C(C(OC1N2C=NC3=C(N=C(N=C32)Cl)N)CO)O. Drug 2: C1=NC2=C(N=C(N=C2N1C3C(C(C(O3)CO)O)O)F)N. Cell line: SF-539. Synergy scores: CSS=6.65, Synergy_ZIP=-3.72, Synergy_Bliss=-2.79, Synergy_Loewe=-11.2, Synergy_HSA=-4.35. (5) Drug 1: C1=CC(=CC=C1CCC2=CNC3=C2C(=O)NC(=N3)N)C(=O)NC(CCC(=O)O)C(=O)O. Drug 2: CCC1=CC2CC(C3=C(CN(C2)C1)C4=CC=CC=C4N3)(C5=C(C=C6C(=C5)C78CCN9C7C(C=CC9)(C(C(C8N6C)(C(=O)OC)O)OC(=O)C)CC)OC)C(=O)OC.C(C(C(=O)O)O)(C(=O)O)O. Cell line: HCC-2998. Synergy scores: CSS=60.0, Synergy_ZIP=-7.16, Synergy_Bliss=-10.5, Synergy_Loewe=-9.71, Synergy_HSA=-5.99. (6) Drug 1: CC1=C(C(CCC1)(C)C)C=CC(=CC=CC(=CC(=O)O)C)C. Drug 2: C1=CC=C(C(=C1)C(C2=CC=C(C=C2)Cl)C(Cl)Cl)Cl. Cell line: LOX IMVI. Synergy scores: CSS=-5.61, Synergy_ZIP=-2.09, Synergy_Bliss=-6.19, Synergy_Loewe=-8.70, Synergy_HSA=-8.04. (7) Drug 1: CC1=CC2C(CCC3(C2CCC3(C(=O)C)OC(=O)C)C)C4(C1=CC(=O)CC4)C. Drug 2: CN(C)C1=NC(=NC(=N1)N(C)C)N(C)C. Cell line: HT29. Synergy scores: CSS=47.7, Synergy_ZIP=35.1, Synergy_Bliss=39.6, Synergy_Loewe=32.0, Synergy_HSA=33.4.